From a dataset of Full USPTO retrosynthesis dataset with 1.9M reactions from patents (1976-2016). Predict the reactants needed to synthesize the given product. Given the product [Br:1][C:2]1[CH:3]=[C:4]([CH:8]=[CH:9][CH:10]=1)[N:5]([CH3:7])[C:6]1[CH:21]=[CH:22][CH:17]=[CH:18][CH:19]=1, predict the reactants needed to synthesize it. The reactants are: [Br:1][C:2]1[CH:3]=[C:4]([CH:8]=[CH:9][CH:10]=1)[N:5]([CH3:7])[CH3:6].FC(F)(F)S(O[C:17]1[CH:22]=[CH:21]C=[CH:19][C:18]=1[Si](C)(C)C)(=O)=O.[F-].[K+].C1OCCOCCOCCOCCOCCOC1.